From a dataset of Catalyst prediction with 721,799 reactions and 888 catalyst types from USPTO. Predict which catalyst facilitates the given reaction. (1) Reactant: [Cl:1][C:2]1[N:3]=[N:4][C:5]([Cl:9])=[CH:6][C:7]=1Cl.CCN(C(C)C)C(C)C.[C:19]([O:23][C:24]([N:26]1[CH2:31][CH2:30][CH:29]([NH2:32])[CH2:28][CH2:27]1)=[O:25])([CH3:22])([CH3:21])[CH3:20]. Product: [C:19]([O:23][C:24]([N:26]1[CH2:31][CH2:30][CH:29]([NH:32][C:7]2[CH:6]=[C:5]([Cl:9])[N:4]=[N:3][C:2]=2[Cl:1])[CH2:28][CH2:27]1)=[O:25])([CH3:22])([CH3:20])[CH3:21]. The catalyst class is: 37. (2) The catalyst class is: 7. Product: [CH3:23][N:10]1[C:11]2[CH:16]=[C:15]3[C:14](=[CH:13][C:12]=2[N:8]([CH3:7])[C:9]1=[O:24])[C:20](=[O:22])[CH2:19][CH2:18][CH2:17]3. Reactant: C(Cl)(=O)C(Cl)=O.[CH3:7][N:8]1[C:12]2[CH:13]=[CH:14][C:15]([CH2:17][CH2:18][CH2:19][C:20]([OH:22])=O)=[CH:16][C:11]=2[N:10]([CH3:23])[C:9]1=[O:24].CN(C)C=O.[Cl-].[Al+3].[Cl-].[Cl-]. (3) Reactant: [ClH:1].C(OCC)(=O)C.[OH:8][CH2:9][CH2:10][NH:11][C:12]1[C:21](=[O:22])[C:20]2[C:15](=[CH:16][CH:17]=[CH:18][CH:19]=2)[C:14](=[O:23])[C:13]=1[N:24]([CH3:28])[C:25](=O)[CH3:26]. Product: [Cl-:1].[OH:8][CH2:9][CH2:10][N:11]1[C:12]2[C:21](=[O:22])[C:20]3[C:15]([C:14](=[O:23])[C:13]=2[N+:24]([CH3:28])=[C:25]1[CH3:26])=[CH:16][CH:17]=[CH:18][CH:19]=3. The catalyst class is: 8. (4) Reactant: [Cl:1][C:2]1[CH:3]=[CH:4][C:5]2[N:6]([C:8]([CH2:11][O:12][CH3:13])=[CH:9][N:10]=2)[N:7]=1.[O:14]1[CH2:19][CH2:18][N:17]([CH2:20][CH2:21][CH2:22][NH2:23])[CH2:16][CH2:15]1.Cl. Product: [ClH:1].[CH3:13][O:12][CH2:11][C:8]1[N:6]2[N:7]=[C:2]([NH:23][CH2:22][CH2:21][CH2:20][N:17]3[CH2:18][CH2:19][O:14][CH2:15][CH2:16]3)[CH:3]=[CH:4][C:5]2=[N:10][CH:9]=1. The catalyst class is: 28. (5) Reactant: [CH3:1][C:2]([O:5][C:6]([NH:8][CH:9]1[CH2:14][CH2:13][N:12]([CH2:15][CH:16]([C:21]2[CH:22]=[CH:23][CH:24]=[C:25]3[C:30]=2[N:29]=[C:28]([O:31][CH3:32])[CH:27]=[CH:26]3)[C:17](OC)=[O:18])[CH2:11][CH2:10]1)=[O:7])([CH3:4])[CH3:3].[H-].[Al+3].[Li+].[H-].[H-].[H-].O.[OH-].[Na+]. Product: [OH:18][CH2:17][CH:16]([C:21]1[CH:22]=[CH:23][CH:24]=[C:25]2[C:30]=1[N:29]=[C:28]([O:31][CH3:32])[CH:27]=[CH:26]2)[CH2:15][N:12]1[CH2:11][CH2:10][CH:9]([NH:8][C:6](=[O:7])[O:5][C:2]([CH3:3])([CH3:1])[CH3:4])[CH2:14][CH2:13]1. The catalyst class is: 7. (6) Reactant: Cl.[N:2]1([C:8]2[CH:17]=[N:16][C:15]3[C:10](=[CH:11][CH:12]=[CH:13][CH:14]=3)[N:9]=2)[CH2:7][CH2:6][NH:5][CH2:4][CH2:3]1.[CH:18]([O:21][C:22]1[CH:30]=[CH:29][C:28]([S:31]([CH3:34])(=[O:33])=[O:32])=[CH:27][C:23]=1[C:24](O)=[O:25])([CH3:20])[CH3:19].C(OCC)(=O)C. Product: [CH:18]([O:21][C:22]1[CH:30]=[CH:29][C:28]([S:31]([CH3:34])(=[O:33])=[O:32])=[CH:27][C:23]=1[C:24]([N:5]1[CH2:4][CH2:3][N:2]([C:8]2[CH:17]=[N:16][C:15]3[C:10](=[CH:11][CH:12]=[CH:13][CH:14]=3)[N:9]=2)[CH2:7][CH2:6]1)=[O:25])([CH3:20])[CH3:19]. The catalyst class is: 10.